Dataset: Catalyst prediction with 721,799 reactions and 888 catalyst types from USPTO. Task: Predict which catalyst facilitates the given reaction. (1) Reactant: [Cl:1][C:2]1[C:3]([N:10]2[CH2:15][CH2:14][N:13]([C:16]3[NH:17][C:18]4[C:24]([NH:25][C:26](=O)[C:27]5[CH:32]=[C:31]([F:33])[C:30]([F:34])=[C:29]([F:35])[CH:28]=5)=[CH:23][C:22]([C:37]([F:40])([F:39])[F:38])=[CH:21][C:19]=4[N:20]=3)[C@H:12]([CH3:41])[CH2:11]2)=[N:4][CH:5]=[C:6]([CH2:8][OH:9])[CH:7]=1. Product: [Cl:1][C:2]1[CH:7]=[C:6]([CH2:8][OH:9])[CH:5]=[N:4][C:3]=1[N:10]1[CH2:15][CH2:14][N:13]([C:16]2[NH:17][C:18]3[C:24]([NH:25][CH2:26][C:27]4[CH:28]=[C:29]([F:35])[C:30]([F:34])=[C:31]([F:33])[CH:32]=4)=[CH:23][C:22]([C:37]([F:39])([F:38])[F:40])=[CH:21][C:19]=3[N:20]=2)[C@H:12]([CH3:41])[CH2:11]1. The catalyst class is: 702. (2) Reactant: Cl.C(OC(=O)[NH:8][C:9]1[CH:14]=[C:13]([CH2:15][OH:16])[N:12]=[CH:11][N:10]=1)(C)(C)C. Product: [NH2:8][C:9]1[N:10]=[CH:11][N:12]=[C:13]([CH2:15][OH:16])[CH:14]=1. The catalyst class is: 5. (3) Reactant: [F:1][C:2]([F:27])([F:26])[C:3]1[CH:4]=[CH:5][C:6]([O:9][C:10]2[CH:15]=[CH:14][C:13]([O:16][C:17]([N:19]3[CH2:24][CH2:23][CH:22]([OH:25])[CH2:21][CH2:20]3)=[O:18])=[CH:12][CH:11]=2)=[N:7][CH:8]=1.[CH3:28][C:29]1[CH:30]=[CH:31][C:32]([CH2:35][C:36]2[CH:41]=[CH:40][C:39](O)=[CH:38][CH:37]=2)=[N:33][CH:34]=1.C(OCC)(=O)C.Cl. Product: [F:27][C:2]([F:1])([F:26])[C:3]1[CH:4]=[CH:5][C:6]([O:9][C:10]2[CH:11]=[CH:12][C:13]([O:16][C:17]([N:19]3[CH2:20][CH2:21][CH:22]([O:25][C:39]4[CH:38]=[CH:37][C:36]([CH2:35][C:32]5[CH:31]=[CH:30][C:29]([CH3:28])=[CH:34][N:33]=5)=[CH:41][CH:40]=4)[CH2:23][CH2:24]3)=[O:18])=[CH:14][CH:15]=2)=[N:7][CH:8]=1. The catalyst class is: 28. (4) Reactant: COC1C=C(OC)C=CC=1C[N:6]([C:30]1[CH:35]=[CH:34][N:33]=[CH:32][N:31]=1)[S:7]([C:10]1[CH:15]=[C:14]([F:16])[C:13]([O:17][C@H:18]2[CH2:22][CH2:21][CH2:20][C@@H:19]2[C:23]2[N:27]([CH3:28])[N:26]=[CH:25][CH:24]=2)=[CH:12][C:11]=1[F:29])(=[O:9])=[O:8].C([SiH](CC)CC)C.FC(F)(F)C(O)=O. Product: [F:29][C:11]1[CH:12]=[C:13]([O:17][C@H:18]2[CH2:22][CH2:21][CH2:20][C@@H:19]2[C:23]2[N:27]([CH3:28])[N:26]=[CH:25][CH:24]=2)[C:14]([F:16])=[CH:15][C:10]=1[S:7]([NH:6][C:30]1[CH:35]=[CH:34][N:33]=[CH:32][N:31]=1)(=[O:8])=[O:9]. The catalyst class is: 4. (5) Reactant: F[B-](F)(F)F.N1([O+]=C(N(C)C)N(C)C)C2C=CC=CC=2N=N1.[O:23]1[C:27]2[CH:28]=[CH:29][CH:30]=[CH:31][C:26]=2[N:25]=[C:24]1[C:32]1[C:33]([NH2:52])=[N:34][CH:35]=[C:36]([C:38]2[C:39]([CH2:49][O:50][CH3:51])=[N:40][N:41]([CH:43]3[CH2:48][CH2:47][NH:46][CH2:45][CH2:44]3)[CH:42]=2)[CH:37]=1.[CH3:53][N:54]([CH3:59])[CH2:55][C:56](O)=[O:57].CN1CCOCC1. Product: [NH2:52][C:33]1[N:34]=[CH:35][C:36]([C:38]2[C:39]([CH2:49][O:50][CH3:51])=[N:40][N:41]([CH:43]3[CH2:48][CH2:47][N:46]([C:56](=[O:57])[CH2:55][N:54]([CH3:59])[CH3:53])[CH2:45][CH2:44]3)[CH:42]=2)=[CH:37][C:32]=1[C:24]1[O:23][C:27]2[CH:28]=[CH:29][CH:30]=[CH:31][C:26]=2[N:25]=1. The catalyst class is: 37. (6) Reactant: [Br:1][C:2]1[CH:30]=[C:29]([CH3:31])[C:5]([C:6]([N:8]2[CH2:13][CH2:12][CH:11]([N:14]3[CH2:18][CH2:17][CH2:16][C@H:15]3[CH2:19][O:20]C(=O)C3C=CC=CC=3)[CH2:10][CH2:9]2)=[O:7])=[C:4]([CH3:32])[CH:3]=1.[OH-].[Li+]. Product: [Br:1][C:2]1[CH:3]=[C:4]([CH3:32])[C:5]([C:6]([N:8]2[CH2:9][CH2:10][CH:11]([N:14]3[CH2:18][CH2:17][CH2:16][C@H:15]3[CH2:19][OH:20])[CH2:12][CH2:13]2)=[O:7])=[C:29]([CH3:31])[CH:30]=1. The catalyst class is: 36. (7) Product: [CH:18]1([C:16]([NH:15][C:13]2[N:14]=[C:9]3[CH:8]=[CH:7][C:6]([O:5][C:4]4[CH:3]=[C:2]([NH:1][C:31](=[O:32])[C:27]5[CH:28]=[CH:29][CH:30]=[N:25][CH:26]=5)[CH:23]=[CH:22][CH:21]=4)=[N:11][N:10]3[CH:12]=2)=[O:17])[CH2:20][CH2:19]1. The catalyst class is: 60. Reactant: [NH2:1][C:2]1[CH:3]=[C:4]([CH:21]=[CH:22][CH:23]=1)[O:5][C:6]1[CH:7]=[CH:8][C:9]2[N:10]([CH:12]=[C:13]([NH:15][C:16]([CH:18]3[CH2:20][CH2:19]3)=[O:17])[N:14]=2)[N:11]=1.Cl.[N:25]1[CH:30]=[CH:29][CH:28]=[C:27]([C:31](Cl)=[O:32])[CH:26]=1.